The task is: Predict the product of the given reaction.. This data is from Forward reaction prediction with 1.9M reactions from USPTO patents (1976-2016). (1) Given the reactants [NH2:1][C:2]1[N:7]([CH3:8])[C:6](=[O:9])[CH:5]=[C:4]([CH2:10][CH2:11][C:12]2[CH:17]=[CH:16][CH:15]=[C:14](Br)[CH:13]=2)[N:3]=1.[Br:19]C1C=CC=CC=1CCC(O)=O, predict the reaction product. The product is: [NH2:1][C:2]1[N:7]([CH3:8])[C:6](=[O:9])[CH:5]=[C:4]([CH2:10][CH2:11][C:12]2[CH:17]=[CH:16][CH:15]=[CH:14][C:13]=2[Br:19])[N:3]=1. (2) Given the reactants [C:1]([C:3]1[C:4]2[N:5]([C:9]([C:14]3[CH:15]=[C:16]([OH:20])[CH:17]=[CH:18][CH:19]=3)=[C:10]([CH2:12][CH3:13])[N:11]=2)[CH:6]=[CH:7][CH:8]=1)#[N:2].Br[CH2:22][C:23]1[CH:28]=[CH:27][CH:26]=[C:25]([S:29]([CH3:32])(=[O:31])=[O:30])[CH:24]=1, predict the reaction product. The product is: [CH2:12]([C:10]1[N:11]=[C:4]2[C:3]([C:1]#[N:2])=[CH:8][CH:7]=[CH:6][N:5]2[C:9]=1[C:14]1[CH:19]=[CH:18][CH:17]=[C:16]([O:20][CH2:22][C:23]2[CH:28]=[CH:27][CH:26]=[C:25]([S:29]([CH3:32])(=[O:31])=[O:30])[CH:24]=2)[CH:15]=1)[CH3:13]. (3) Given the reactants [CH2:1]([CH2:13][NH2:14])[CH2:2][C:3]([P:9]([O-:12])([OH:11])=[O:10])([P:5]([OH:8])([OH:7])=[O:6])[OH:4].O.O.O.[Na+].O.O.O.O.O.O.O.O.O.O.[O-:29][P:30]([O:33][P:34]([O-:37])([O-:36])=[O:35])(=[O:32])[O-:31].[Na+].[Na+].[Na+].[Na+].O.O.[Cl-].[Ca+2].[Cl-].C(CN)CC(P(O)(O)=O)(P(O)(O)=O)O.[O-]P(OP([O-])([O-])=O)(=O)[O-].[Cl-].[Ca+2].[Cl-].[OH-].[Na+], predict the reaction product. The product is: [CH2:1]([CH2:13][NH2:14])[CH2:2][C:3]([P:5]([OH:7])([OH:8])=[O:6])([P:9]([OH:12])([OH:11])=[O:10])[OH:4].[O-:31][P:30]([O:33][P:34]([O-:37])([O-:36])=[O:35])(=[O:29])[O-:32]. (4) Given the reactants Cl.Cl[C:3]1[CH:8]=[CH:7][N:6]=[CH:5][CH:4]=1.[F:9][C:10]1[CH:15]=[C:14]([N+:16]([O-:18])=[O:17])[CH:13]=[CH:12][C:11]=1[OH:19].C(=O)([O-])[O-].[K+].[K+], predict the reaction product. The product is: [F:9][C:10]1[CH:15]=[C:14]([N+:16]([O-:18])=[O:17])[CH:13]=[CH:12][C:11]=1[O:19][C:3]1[CH:8]=[CH:7][N:6]=[CH:5][CH:4]=1. (5) Given the reactants [NH:1]1[CH2:5][CH:4]=[CH:3][CH2:2]1.[C:6](O[C:6]([O:8][C:9]([CH3:12])([CH3:11])[CH3:10])=[O:7])([O:8][C:9]([CH3:12])([CH3:11])[CH3:10])=[O:7], predict the reaction product. The product is: [C:9]([O:8][C:6]([N:1]1[CH2:5][CH:4]=[CH:3][CH2:2]1)=[O:7])([CH3:12])([CH3:11])[CH3:10]. (6) Given the reactants OC(C(F)(F)F)=O.[CH3:8][C:9]1[N:14]=[C:13]([NH:15][C:16]2[CH:17]=[C:18]([CH:21]=[CH:22][N:23]=2)[C:19]#[N:20])[CH:12]=[C:11]([CH:24]2[CH2:29][CH2:28][NH:27][CH2:26][CH2:25]2)[CH:10]=1.C(N(CC)C(C)C)(C)C.[O:39]1[CH2:42][C:41](=O)[CH2:40]1.C(O[BH-](OC(=O)C)OC(=O)C)(=O)C.[Na+], predict the reaction product. The product is: [CH3:8][C:9]1[N:14]=[C:13]([NH:15][C:16]2[CH:17]=[C:18]([CH:21]=[CH:22][N:23]=2)[C:19]#[N:20])[CH:12]=[C:11]([CH:24]2[CH2:29][CH2:28][N:27]([CH:41]3[CH2:42][O:39][CH2:40]3)[CH2:26][CH2:25]2)[CH:10]=1.